The task is: Regression. Given a peptide amino acid sequence and an MHC pseudo amino acid sequence, predict their binding affinity value. This is MHC class I binding data.. This data is from Peptide-MHC class I binding affinity with 185,985 pairs from IEDB/IMGT. (1) The peptide sequence is EIINNGISY. The MHC is HLA-A26:01 with pseudo-sequence HLA-A26:01. The binding affinity (normalized) is 0.614. (2) The peptide sequence is ALLRMCALV. The MHC is HLA-A02:06 with pseudo-sequence HLA-A02:06. The binding affinity (normalized) is 0.442. (3) The peptide sequence is GLRWHVRAF. The MHC is HLA-B08:01 with pseudo-sequence HLA-B08:01. The binding affinity (normalized) is 0.525.